This data is from Forward reaction prediction with 1.9M reactions from USPTO patents (1976-2016). The task is: Predict the product of the given reaction. (1) Given the reactants C([O:3][C:4](=[O:18])[C:5]1[CH:10]=[C:9]([N:11]2[CH2:16][CH2:15][O:14][CH2:13][CH2:12]2)[CH:8]=[C:7]([F:17])[CH:6]=1)C.[OH-].[Na+], predict the reaction product. The product is: [F:17][C:7]1[CH:6]=[C:5]([CH:10]=[C:9]([N:11]2[CH2:16][CH2:15][O:14][CH2:13][CH2:12]2)[CH:8]=1)[C:4]([OH:18])=[O:3]. (2) Given the reactants [Cl:1][C:2]1[CH:3]=[C:4]([NH:16][C:17]2[C:26]3[C:21](=[CH:22][CH:23]=[CH:24][C:25]=3[O:27][C@H:28]([CH3:32])[C:29]([OH:31])=O)[N:20]=[CH:19][N:18]=2)[CH:5]=[CH:6][C:7]=1[O:8][CH2:9][C:10]1[CH:15]=[CH:14][CH:13]=[CH:12][N:11]=1.C(N(CC)C(C)C)(C)C.CN(C(ON1N=NC2C=CC=NC1=2)=[N+](C)C)C.F[P-](F)(F)(F)(F)F.[NH:66]1[CH2:71][CH2:70][O:69][CH2:68][CH2:67]1, predict the reaction product. The product is: [Cl:1][C:2]1[CH:3]=[C:4]([NH:16][C:17]2[C:26]3[C:21](=[CH:22][CH:23]=[CH:24][C:25]=3[O:27][C@H:28]([CH3:32])[C:29]([N:66]3[CH2:71][CH2:70][O:69][CH2:68][CH2:67]3)=[O:31])[N:20]=[CH:19][N:18]=2)[CH:5]=[CH:6][C:7]=1[O:8][CH2:9][C:10]1[CH:15]=[CH:14][CH:13]=[CH:12][N:11]=1. (3) Given the reactants [CH3:1][O:2][C:3]([C:5]1[CH:14]=[C:13]([OH:15])[C:12]2[C:7](=[C:8]([O:17][CH3:18])[CH:9]=[C:10](N)[CH:11]=2)[N:6]=1)=[O:4].S(=O)(=O)(O)O.N([O-])=O.[Na+].[I-:28].[K+], predict the reaction product. The product is: [CH3:1][O:2][C:3]([C:5]1[CH:14]=[C:13]([OH:15])[C:12]2[C:7](=[C:8]([O:17][CH3:18])[CH:9]=[C:10]([I:28])[CH:11]=2)[N:6]=1)=[O:4]. (4) Given the reactants C([Si](C(C)C)(C(C)C)[O:5][C:6]([C:9]1[S:10][CH:11]=[CH:12][CH:13]=1)=[CH:7][Cl:8])(C)C, predict the reaction product. The product is: [Cl:8][CH2:7][C:6]([C:9]1[S:10][CH:11]=[CH:12][CH:13]=1)=[O:5]. (5) Given the reactants [C:1]([O:4][C:5]1[C:6]([CH3:21])=[C:7]2[C:12](=[C:13]([CH3:16])[C:14]=1[CH3:15])[O:11][C:10]([C:18](Cl)=[O:19])([CH3:17])[CH2:9][CH2:8]2)(=[O:3])[CH3:2].C(N(C(C)C)CC)(C)C.[CH2:31]([NH2:37])[CH2:32][CH2:33][CH2:34][CH2:35][CH3:36].C(O)(=O)CC(CC(O)=O)(C(O)=O)O, predict the reaction product. The product is: [C:1]([O:4][C:5]1[C:6]([CH3:21])=[C:7]2[C:12](=[C:13]([CH3:16])[C:14]=1[CH3:15])[O:11][C:10]([C:18](=[O:19])[NH:37][CH2:31][CH2:32][CH2:33][CH2:34][CH2:35][CH3:36])([CH3:17])[CH2:9][CH2:8]2)(=[O:3])[CH3:2].